From a dataset of Forward reaction prediction with 1.9M reactions from USPTO patents (1976-2016). Predict the product of the given reaction. (1) Given the reactants [Cl:1][C:2]([Cl:32])([Cl:31])[CH2:3][O:4][C:5](=[O:30])[CH:6]([S:18]([CH2:21][CH2:22][C:23]1[CH:28]=[CH:27][C:26]([F:29])=[CH:25][CH:24]=1)(=[O:20])=[O:19])[CH2:7][C:8]1[CH:13]=[CH:12][C:11]([CH2:14][C:15]([OH:17])=[O:16])=[CH:10][CH:9]=1.CN(C(ON1N=NC2C=CC=CC1=2)=[N+](C)C)C.[B-](F)(F)(F)F.CN1CCOCC1.[F:62][C:63]([F:73])([F:72])[C:64]1[CH:71]=[CH:70][C:67]([CH2:68]O)=[CH:66][CH:65]=1, predict the reaction product. The product is: [Cl:32][C:2]([Cl:31])([Cl:1])[CH2:3][O:4][C:5](=[O:30])[CH:6]([S:18]([CH2:21][CH2:22][C:23]1[CH:24]=[CH:25][C:26]([F:29])=[CH:27][CH:28]=1)(=[O:20])=[O:19])[CH2:7][C:8]1[CH:9]=[CH:10][C:11]([CH2:14][C:15]([O:17][CH2:68][C:67]2[CH:66]=[CH:65][C:64]([C:63]([F:62])([F:72])[F:73])=[CH:71][CH:70]=2)=[O:16])=[CH:12][CH:13]=1. (2) Given the reactants C(OC([N:8]1[CH2:13][CH2:12][C:11](=O)[CH2:10][CH2:9]1)=O)(C)(C)C.[Cl:15][C:16]1[CH:17]=[C:18]([CH:21]=[CH:22][CH:23]=1)[CH2:19][NH2:20].[N+]([CH:27]=[CH:28][C:29]1[CH:34]=[CH:33][CH:32]=[CH:31][CH:30]=1)([O-])=O, predict the reaction product. The product is: [Cl:15][C:16]1[CH:17]=[C:18]([CH:21]=[CH:22][CH:23]=1)[CH2:19][N:20]1[C:11]2[CH2:10][CH2:9][NH:8][CH2:13][C:12]=2[C:28]([C:29]2[CH:34]=[CH:33][CH:32]=[CH:31][CH:30]=2)=[CH:27]1. (3) Given the reactants C([NH:9][C:10]([NH:12][C:13]1[C:18]([S:19][C:20]2[CH:25]=[CH:24][CH:23]=[CH:22][CH:21]=2)=[CH:17][C:16]([Br:26])=[CH:15][N:14]=1)=[S:11])(=O)C1C=CC=CC=1.CO.[OH-].[Na+], predict the reaction product. The product is: [Br:26][C:16]1[CH:17]=[C:18]([S:19][C:20]2[CH:21]=[CH:22][CH:23]=[CH:24][CH:25]=2)[C:13]([NH:12][C:10]([NH2:9])=[S:11])=[N:14][CH:15]=1. (4) The product is: [F:1][C:2]([F:26])([F:25])[CH2:3][NH:4][C:5]([C:7]1([CH2:20][CH2:21][CH2:22][CH2:23][N:33]2[CH2:32][CH2:31][N:30]([C:34]3[CH:43]=[CH:42][C:41]4[C:36](=[CH:37][CH:38]=[CH:39][CH:40]=4)[N:35]=3)[CH2:29][C@@H:28]2[CH3:27])[C:19]2[CH:18]=[CH:17][CH:16]=[CH:15][C:14]=2[C:13]2[C:8]1=[CH:9][CH:10]=[CH:11][CH:12]=2)=[O:6]. Given the reactants [F:1][C:2]([F:26])([F:25])[CH2:3][NH:4][C:5]([C:7]1([CH2:20][CH2:21][CH2:22][CH2:23]Br)[C:19]2[CH:18]=[CH:17][CH:16]=[CH:15][C:14]=2[C:13]2[C:8]1=[CH:9][CH:10]=[CH:11][CH:12]=2)=[O:6].[CH3:27][C@@H:28]1[NH:33][CH2:32][CH2:31][N:30]([C:34]2[CH:43]=[CH:42][C:41]3[C:36](=[CH:37][CH:38]=[CH:39][CH:40]=3)[N:35]=2)[CH2:29]1, predict the reaction product. (5) Given the reactants [Cl:1][C:2]1[CH:23]=[CH:22][C:5]2[C:6](=[CH:14][C:15]3[CH:16]=[C:17]([NH2:21])[CH:18]=[CH:19][CH:20]=3)[C:7]3[CH:8]=[CH:9][S:10][C:11]=3[CH2:12][CH2:13][C:4]=2[CH:3]=1.[Li]CCCC.[Cl:29]C(Cl)(Cl)C(Cl)(Cl)Cl, predict the reaction product. The product is: [Cl:29][C:9]1[S:10][C:11]2[CH2:12][CH2:13][C:4]3[CH:3]=[C:2]([Cl:1])[CH:23]=[CH:22][C:5]=3[C:6](=[CH:14][C:15]3[CH:16]=[C:17]([NH2:21])[CH:18]=[CH:19][CH:20]=3)[C:7]=2[CH:8]=1. (6) Given the reactants [NH2:1][C@@H:2]1[CH2:7][CH2:6][CH2:5][N:4]([CH2:8][C:9]2[C:18]([Cl:19])=[C:17]3[C:12]([C:13](=[O:34])[N:14]([CH2:21][C:22]4[CH:27]=[C:26]([Cl:28])[CH:25]=[CH:24][C:23]=4[S:29]([CH2:32][CH3:33])(=[O:31])=[O:30])[C:15](=[O:20])[NH:16]3)=[CH:11][C:10]=2[C:35]([F:38])([F:37])[F:36])[CH2:3]1.CC(OC([NH:46][CH2:47][CH2:48][CH2:49][C:50](O)=[O:51])=O)(C)C, predict the reaction product. The product is: [NH2:46][CH2:47][CH2:48][CH2:49][C:50]([NH:1][C@@H:2]1[CH2:7][CH2:6][CH2:5][N:4]([CH2:8][C:9]2[C:18]([Cl:19])=[C:17]3[C:12]([C:13](=[O:34])[N:14]([CH2:21][C:22]4[CH:27]=[C:26]([Cl:28])[CH:25]=[CH:24][C:23]=4[S:29]([CH2:32][CH3:33])(=[O:31])=[O:30])[C:15](=[O:20])[NH:16]3)=[CH:11][C:10]=2[C:35]([F:36])([F:37])[F:38])[CH2:3]1)=[O:51]. (7) Given the reactants Cl[C:2]1[N:7]=[C:6]([C:8]2[CH:13]=[CH:12][CH:11]=[C:10]([O:14][CH3:15])[CH:9]=2)[N:5]=[C:4]2[N:16]([C:19]3[CH:24]=[CH:23][CH:22]=[CH:21][CH:20]=3)[N:17]=[CH:18][C:3]=12.[NH:25]1[CH2:30][CH2:29][O:28][CH2:27][C:26]1=[O:31].C(=O)([O-])[O-].[Cs+].[Cs+].O, predict the reaction product. The product is: [CH3:15][O:14][C:10]1[CH:9]=[C:8]([C:6]2[N:5]=[C:4]3[N:16]([C:19]4[CH:24]=[CH:23][CH:22]=[CH:21][CH:20]=4)[N:17]=[CH:18][C:3]3=[C:2]([N:25]3[CH2:30][CH2:29][O:28][CH2:27][C:26]3=[O:31])[N:7]=2)[CH:13]=[CH:12][CH:11]=1. (8) Given the reactants [CH:1]([N:4]1[CH2:9][CH2:8][N:7]([C:10]2[S:11][C:12]3[CH:18]=[C:17]([C:19](O)=[O:20])[CH:16]=[CH:15][C:13]=3[N:14]=2)[CH2:6][CH2:5]1)([CH3:3])[CH3:2].[CH:22]1[CH:23]=[CH:24]C2N(O)N=[N:28][C:26]=2[CH:27]=1.CCN=C=NCCCN(C)C.C(N(CC)CC)C.N1CCCCC1, predict the reaction product. The product is: [CH:1]([N:4]1[CH2:5][CH2:6][N:7]([C:10]2[S:11][C:12]3[CH:18]=[C:17]([C:19]([N:28]4[CH2:24][CH2:23][CH2:22][CH2:27][CH2:26]4)=[O:20])[CH:16]=[CH:15][C:13]=3[N:14]=2)[CH2:8][CH2:9]1)([CH3:3])[CH3:2]. (9) Given the reactants Br[CH2:2][CH2:3][CH:4]=[CH2:5].[CH:6]1([Mg]Cl)[CH:10]=[CH:9][CH:8]=[CH:7]1, predict the reaction product. The product is: [CH2:2]([C:10]1[CH2:9][CH:8]=[CH:7][CH:6]=1)[CH2:3][CH:4]=[CH2:5].